Task: Predict which catalyst facilitates the given reaction.. Dataset: Catalyst prediction with 721,799 reactions and 888 catalyst types from USPTO Reactant: [CH2:1]([O:3][C:4](=[O:24])[CH:5]([N:7]1[C:15]2[C:10](=[CH:11][C:12]([O:16][CH2:17][C:18]3[CH:23]=[CH:22][CH:21]=[CH:20][CH:19]=3)=[CH:13][CH:14]=2)[CH:9]=[CH:8]1)[CH3:6])[CH3:2].[Li+].[CH3:26]C([N-]C(C)C)C.CI. Product: [CH2:1]([O:3][C:4](=[O:24])[C:5]([N:7]1[C:15]2[C:10](=[CH:11][C:12]([O:16][CH2:17][C:18]3[CH:23]=[CH:22][CH:21]=[CH:20][CH:19]=3)=[CH:13][CH:14]=2)[CH:9]=[CH:8]1)([CH3:26])[CH3:6])[CH3:2]. The catalyst class is: 1.